Dataset: Full USPTO retrosynthesis dataset with 1.9M reactions from patents (1976-2016). Task: Predict the reactants needed to synthesize the given product. (1) Given the product [CH2:10]([O:17][CH2:18][C@@H:19]([OH:30])[CH2:20][C:21]1[CH:26]=[CH:25][CH:24]=[CH:23][C:22]=1[O:28][CH3:29])[C:11]1[CH:12]=[CH:13][CH:14]=[CH:15][CH:16]=1, predict the reactants needed to synthesize it. The reactants are: BrC1C=CC=CC=1OC.[CH2:10]([O:17][CH2:18][C@@H:19]([OH:30])[CH2:20][C:21]1[CH:26]=[C:25](F)[CH:24]=[CH:23][C:22]=1[O:28][CH3:29])[C:11]1[CH:16]=[CH:15][CH:14]=[CH:13][CH:12]=1. (2) Given the product [CH:38]1([CH2:37][O:13][C:14]2[CH:15]=[CH:16][C:17]3[O:21][CH:20]=[CH:19][C:18]=3[CH:22]=2)[CH2:39][CH2:40][CH2:41][CH2:36]1, predict the reactants needed to synthesize it. The reactants are: CCOC(/N=N/C(OCC)=O)=O.[OH:13][C:14]1[CH:15]=[CH:16][C:17]2[O:21][CH:20]=[CH:19][C:18]=2[CH:22]=1.[C:36]1(P([C:36]2[CH:41]=[CH:40][CH:39]=[CH:38][CH:37]=2)[C:36]2[CH:41]=[CH:40][CH:39]=[CH:38][CH:37]=2)[CH:41]=[CH:40][CH:39]=[CH:38][CH:37]=1.C1(CO)CCCC1. (3) Given the product [CH2:44]([N:42]([CH2:40][C:39]1[CH:19]=[CH:18][C:17]([O:22][CH2:39][CH2:40][N:42]([CH2:44][CH3:45])[CH3:43])=[CH:16][CH:15]=1)[C:43]1[CH:9]=[C:8]([O:10][CH3:11])[CH:7]=[CH:6][C:5]=1[CH:12]1[CH2:21][CH2:20][C:19]2[CH:18]=[C:17]([OH:22])[CH:16]=[CH:15][C:14]=2[CH2:13]1)[CH3:45], predict the reactants needed to synthesize it. The reactants are: C(N(C(=O)C1C=CC(O)=CC=1)C1[CH:9]=[C:8]([O:10][CH3:11])[CH:7]=[CH:6][C:5]=1[CH:12]1[CH2:21][CH2:20][C:19]2[CH:18]=[C:17]([O:22]C(=O)C(C)(C)C)[CH:16]=[CH:15][C:14]=2[CH2:13]1)C.Cl[CH2:39][C:40]([N:42]([CH2:44][CH3:45])[CH3:43])=O.